This data is from Full USPTO retrosynthesis dataset with 1.9M reactions from patents (1976-2016). The task is: Predict the reactants needed to synthesize the given product. (1) Given the product [F:28][CH:21]([C:22]1[CH:23]=[CH:24][CH:25]=[CH:26][CH:27]=1)[C@H:9]1[CH2:10][NH:11][CH2:12][CH2:13][NH:8]1, predict the reactants needed to synthesize it. The reactants are: C(OC([N:8]1[CH2:13][CH2:12][N:11](C(OC(C)(C)C)=O)[CH2:10][C@@H:9]1[CH:21]([F:28])[C:22]1[CH:27]=[CH:26][CH:25]=[CH:24][CH:23]=1)=O)(C)(C)C.O1CCOCC1. (2) Given the product [CH:18]1([C:16]([NH:15][C:13]2[N:14]=[C:9]3[CH:8]=[CH:7][C:6]([O:5][C:4]4[CH:21]=[C:22]([NH:24][C:37]([C:36]5[N:32]([CH3:31])[N:33]=[C:34]([CH3:40])[CH:35]=5)=[O:38])[CH:23]=[C:2]([F:1])[CH:3]=4)=[CH:11][N:10]3[N:12]=2)=[O:17])[CH2:20][CH2:19]1, predict the reactants needed to synthesize it. The reactants are: [F:1][C:2]1[CH:3]=[C:4]([CH:21]=[C:22]([N+:24]([O-])=O)[CH:23]=1)[O:5][C:6]1[CH:7]=[CH:8][C:9]2[N:10]([N:12]=[C:13]([NH:15][C:16]([CH:18]3[CH2:20][CH2:19]3)=[O:17])[N:14]=2)[CH:11]=1.Cl.C(O)C.[CH3:31][N:32]1[C:36]([C:37](Cl)=[O:38])=[CH:35][C:34]([CH3:40])=[N:33]1. (3) Given the product [F:1][C:2]1[CH:3]=[C:4]([C@@H:8]([NH:12][C:13](=[O:15])[CH3:14])[CH2:9][CH:10]=[O:11])[CH:5]=[CH:6][CH:7]=1, predict the reactants needed to synthesize it. The reactants are: [F:1][C:2]1[CH:3]=[C:4]([C@@H:8]([NH:12][C:13](=[O:15])[CH3:14])[CH2:9][CH2:10][OH:11])[CH:5]=[CH:6][CH:7]=1.CS(C)=O.C(N(CC)CC)C.